From a dataset of Reaction yield outcomes from USPTO patents with 853,638 reactions. Predict the reaction yield, written as a fraction of the theoretical maximum amount of product (1.0 means a 100% yield; for example, 0.34 means a 34% yield). (1) The reactants are [Cl-:1].[Cl-].[CH:3]1([Zr+2:12][CH:13]2[C:21]3[CH:16]([CH2:17][CH:18]=[CH:19][CH:20]=3)[CH2:15][CH2:14]2)[C:11]2[CH:6]([CH2:7][CH:8]=[CH:9][CH:10]=2)[CH2:5][CH2:4]1.[Cl-].[Zr+4].[Cl-].[Cl-].[Cl-].[CH3:27]C1C([Li])C2C(C=1)=CC=CC=2. The catalyst is C1(C)C=CC=CC=1. The product is [Cl-:1].[Cl-:1].[CH:3]1([Zr+2:12][CH:13]2[C:21]3[C:16](=[CH:17][CH:18]=[CH:19][CH:20]=3)[CH:15]=[C:14]2[CH3:27])[C:11]2[CH:6]([CH2:7][CH:8]=[CH:9][CH:10]=2)[CH2:5][CH2:4]1. The yield is 0.520. (2) The reactants are Br[C:2]1[C:7]([C:8]([F:11])([F:10])[F:9])=[CH:6][C:5]([NH:12][C:13]2[N:17]=[C:16]([NH2:18])[NH:15][N:14]=2)=[CH:4][C:3]=1[Cl:19].CN1C(C)(C)CC(SC2C=CC(B3OC(C)(C)C(C)(C)O3)=CC=2)CC1(C)C.B([C:50]1[CH:55]=[CH:54][C:53]([S:56]([N:59]2[CH2:63][CH2:62][CH2:61][CH2:60]2)(=[O:58])=[O:57])=[CH:52][CH:51]=1)(O)O.C([O-])([O-])=O.[K+].[K+]. The catalyst is COCCOC.O1CCOCC1.CO.C1C=CC([P]([Pd]([P](C2C=CC=CC=2)(C2C=CC=CC=2)C2C=CC=CC=2)([P](C2C=CC=CC=2)(C2C=CC=CC=2)C2C=CC=CC=2)[P](C2C=CC=CC=2)(C2C=CC=CC=2)C2C=CC=CC=2)(C2C=CC=CC=2)C2C=CC=CC=2)=CC=1. The product is [Cl:19][C:3]1[CH:4]=[C:5]([NH:12][C:13]2[N:17]=[C:16]([NH2:18])[NH:15][N:14]=2)[CH:6]=[C:7]([C:8]([F:11])([F:10])[F:9])[C:2]=1[C:50]1[CH:55]=[CH:54][C:53]([S:56]([N:59]2[CH2:60][CH2:61][CH2:62][CH2:63]2)(=[O:58])=[O:57])=[CH:52][CH:51]=1. The yield is 0.270. (3) The reactants are C([O:3][C:4](=O)[CH2:5][O:6][C:7]1[CH:12]=[CH:11][C:10]([CH2:13][CH2:14][CH2:15][CH2:16][NH:17][C:18]([O:20][CH2:21][C:22]2[CH:27]=[CH:26][CH:25]=[CH:24][CH:23]=2)=[O:19])=[CH:9][CH:8]=1)C.[CH3:29][NH:30][CH3:31]. The product is [CH2:21]([O:20][C:18](=[O:19])[NH:17][CH2:16][CH2:15][CH2:14][CH2:13][C:10]1[CH:11]=[CH:12][C:7]([O:6][CH2:5][C:4](=[O:3])[N:30]([CH3:31])[CH3:29])=[CH:8][CH:9]=1)[C:22]1[CH:27]=[CH:26][CH:25]=[CH:24][CH:23]=1. No catalyst specified. The yield is 0.520. (4) The reactants are [CH3:1][C:2]1[CH:7]=[CH:6][C:5]([C:8]2[N:9]=[C:10]3[CH:15]=[C:14]([CH3:16])[CH:13]=[CH:12][N:11]3[C:17]=2[CH2:18][C:19](O)=[O:20])=[CH:4][CH:3]=1.[CH2:22]([NH:29][CH2:30][CH2:31]OC)[C:23]1[CH:28]=[CH:27][CH:26]=[CH:25][CH:24]=1. No catalyst specified. The product is [CH2:22]([N:29]([CH2:30][CH3:31])[C:19](=[O:20])[CH2:18][C:17]1[N:11]2[CH:12]=[CH:13][C:14]([CH3:16])=[CH:15][C:10]2=[N:9][C:8]=1[C:5]1[CH:4]=[CH:3][C:2]([CH3:1])=[CH:7][CH:6]=1)[C:23]1[CH:28]=[CH:27][CH:26]=[CH:25][CH:24]=1. The yield is 0.546. (5) The reactants are [N:1]1[CH:6]=[CH:5][CH:4]=[C:3]([C:7]2[CH:8]3[CH2:15][CH:12]([CH2:13][CH:14]=2)[CH2:11][N:10](C(OCC)=O)[CH2:9]3)[CH:2]=1.Cl.[OH-].[Na+]. No catalyst specified. The product is [N:1]1[CH:6]=[CH:5][CH:4]=[C:3]([C:7]2[CH:8]3[CH2:15][CH:12]([CH2:13][CH:14]=2)[CH2:11][NH:10][CH2:9]3)[CH:2]=1. The yield is 0.150.